Dataset: Forward reaction prediction with 1.9M reactions from USPTO patents (1976-2016). Task: Predict the product of the given reaction. Given the reactants C[O:2][C:3]1[C:4]([CH3:31])=[C:5]([C:22]([O:29]C)=[C:23]([O:27][CH3:28])[C:24]=1[O:25][CH3:26])[CH2:6][C:7]1[CH:8]=[CH:9][C:10]([C:16]2[CH:17]=[N:18][CH:19]=[CH:20][CH:21]=2)=[C:11]([CH:15]=1)[C:12]([OH:14])=[O:13].O=[N+]([O-])[O-].[O-][N+](=O)[O-].[O-][N+](=O)[O-].[O-][N+](=O)[O-].[O-][N+](=O)[O-].[O-][N+](=O)[O-].[Ce+4].[NH4+].[NH4+].[OH-].[Na+], predict the reaction product. The product is: [CH3:26][O:25][C:24]1[C:3](=[O:2])[C:4]([CH3:31])=[C:5]([CH2:6][C:7]2[CH:8]=[CH:9][C:10]([C:16]3[CH:17]=[N:18][CH:19]=[CH:20][CH:21]=3)=[C:11]([CH:15]=2)[C:12]([OH:14])=[O:13])[C:22](=[O:29])[C:23]=1[O:27][CH3:28].